This data is from Catalyst prediction with 721,799 reactions and 888 catalyst types from USPTO. The task is: Predict which catalyst facilitates the given reaction. (1) Reactant: [C:1](Cl)(Cl)=[O:2].[CH:5]1([C@@H:11]([NH:15][CH2:16][C:17]([O:19][CH2:20][CH3:21])=[O:18])[C:12]([OH:14])=[O:13])[CH2:10][CH2:9][CH2:8][CH2:7][CH2:6]1. Product: [CH:5]1([C@@H:11]2[C:12](=[O:14])[O:13][C:1](=[O:2])[N:15]2[CH2:16][C:17]([O:19][CH2:20][CH3:21])=[O:18])[CH2:6][CH2:7][CH2:8][CH2:9][CH2:10]1. The catalyst class is: 7. (2) Reactant: [NH2:1][C:2]1[C:7]([F:8])=[CH:6][C:5]([F:9])=[CH:4][C:3]=1[NH:10][C:11]1[C:19]2[O:18][CH2:17][C@@H:16]([N:20]([C:35](=[O:40])[C:36]([F:39])([F:38])[F:37])[C:21]3[CH:34]=[CH:33][C:24]4[C@H:25]([CH2:28][C:29]([O:31][CH3:32])=[O:30])[CH2:26][O:27][C:23]=4[CH:22]=3)[C:15]=2[CH:14]=[CH:13][CH:12]=1.[C:41](Cl)(=O)[CH2:42][CH3:43].C(=O)([O-])O.[Na+]. Product: [CH2:42]([C:43]1[N:10]([C:11]2[C:19]3[O:18][CH2:17][C@@H:16]([N:20]([C:35](=[O:40])[C:36]([F:38])([F:37])[F:39])[C:21]4[CH:34]=[CH:33][C:24]5[C@H:25]([CH2:28][C:29]([O:31][CH3:32])=[O:30])[CH2:26][O:27][C:23]=5[CH:22]=4)[C:15]=3[CH:14]=[CH:13][CH:12]=2)[C:3]2[CH:4]=[C:5]([F:9])[CH:6]=[C:7]([F:8])[C:2]=2[N:1]=1)[CH3:41]. The catalyst class is: 80. (3) Reactant: C([O:8][CH2:9][C:10]1[C:15]([C:16]2[CH:21]=[CH:20][CH:19]=[CH:18][CH:17]=2)=[N:14][C:13]([CH3:22])=[C:12]2[O:23][C:24]([CH3:28])([CH3:27])[O:25][CH2:26][C:11]=12)C1C=CC=CC=1. Product: [CH3:27][C:24]1([CH3:28])[O:23][C:12]2=[C:13]([CH3:22])[N:14]=[C:15]([C:16]3[CH:17]=[CH:18][CH:19]=[CH:20][CH:21]=3)[C:10]([CH2:9][OH:8])=[C:11]2[CH2:26][O:25]1. The catalyst class is: 19. (4) Reactant: [CH3:1][O:2][C:3]1[C:4]([OH:20])=[C:5]([C:9]2[N:13]([C:14]3[CH:19]=[CH:18][CH:17]=[CH:16][CH:15]=3)[N:12]=[CH:11][CH:10]=2)[N:6]=[N:7][CH:8]=1.[CH2:21]1[C:30]2[C:25](=[CH:26][CH:27]=[CH:28][CH:29]=2)[CH2:24][CH2:23][CH:22]1O.C1(P(C2C=CC=CC=2)C2C=CC=CC=2)C=CC=CC=1.CC(OC(/N=N/C(OC(C)C)=O)=O)C.C1(C)C=CC=CC=1. Product: [CH3:1][O:2][C:3]1[C:4](=[O:20])[C:5]([C:9]2[N:13]([C:14]3[CH:19]=[CH:18][CH:17]=[CH:16][CH:15]=3)[N:12]=[CH:11][CH:10]=2)=[N:6][N:7]([CH:27]2[CH2:28][CH2:29][C:30]3[C:25](=[CH:24][CH:23]=[CH:22][CH:21]=3)[CH2:26]2)[CH:8]=1. The catalyst class is: 11. (5) Reactant: [N:1]1([CH2:7][C:8]#[C:9][C:10](=O)[CH3:11])[CH2:6][CH2:5][O:4][CH2:3][CH2:2]1.Br.[CH2:14]([S:20][C:21](=[NH:23])[NH2:22])[CH2:15][CH2:16][CH2:17][CH2:18][CH3:19].C(N(CC)C(C)C)(C)C. Product: [CH2:14]([S:20][C:21]1[N:23]=[C:8]([CH2:7][N:1]2[CH2:6][CH2:5][O:4][CH2:3][CH2:2]2)[CH:9]=[C:10]([CH3:11])[N:22]=1)[CH2:15][CH2:16][CH2:17][CH2:18][CH3:19]. The catalyst class is: 3.